Dataset: Catalyst prediction with 721,799 reactions and 888 catalyst types from USPTO. Task: Predict which catalyst facilitates the given reaction. Reactant: [F:1][C:2]1[CH:7]=[C:6]([F:8])[CH:5]=[CH:4][C:3]=1[C:9]1[O:13][N:12]=[CH:11][C:10]=1[CH2:14]O.S(Cl)([Cl:18])=O. Product: [Cl:18][CH2:14][C:10]1[CH:11]=[N:12][O:13][C:9]=1[C:3]1[CH:4]=[CH:5][C:6]([F:8])=[CH:7][C:2]=1[F:1]. The catalyst class is: 11.